Predict the reaction yield, written as a fraction of the theoretical maximum amount of product (1.0 means a 100% yield; for example, 0.34 means a 34% yield). From a dataset of Reaction yield outcomes from USPTO patents with 853,638 reactions. (1) The reactants are Cl[C:2]1[CH:3]=[CH:4][N:5]2[C:10]([C:11]=1[CH3:12])=[C:9]([CH:13]1[CH2:15][CH2:14]1)[CH:8]=[C:7]([C:16]([O:18][CH3:19])=[O:17])[C:6]2=[O:20].[F:21][C:22]1[CH:28]=[C:27](B2OC(C)(C)C(C)(C)O2)[C:26]([F:38])=[CH:25][C:23]=1[NH2:24]. No catalyst specified. The product is [NH2:24][C:23]1[C:22]([F:21])=[CH:28][C:27]([C:2]2[CH:3]=[CH:4][N:5]3[C:10]([C:11]=2[CH3:12])=[C:9]([CH:13]2[CH2:15][CH2:14]2)[CH:8]=[C:7]([C:16]([O:18][CH3:19])=[O:17])[C:6]3=[O:20])=[C:26]([F:38])[CH:25]=1. The yield is 0.750. (2) The reactants are [Cl:1][C:2]1[CH:3]=[CH:4][C:5]2[N:6]([C:8]([CH:11]([C:13]3[C:14]([F:24])=[C:15]4[C:19](=[CH:20][C:21]=3[F:22])[N:18]([CH3:23])[N:17]=[CH:16]4)O)=[CH:9][N:10]=2)[N:7]=1.II.[PH2](=O)O.ClC1C=CC2N(C(C(C3C(F)=C4C(=CC=3F)N(C)N=C4)C)=CN=2)N=1. No catalyst specified. The product is [Cl:1][C:2]1[CH:3]=[CH:4][C:5]2[N:6]([C:8]([CH2:11][C:13]3[C:14]([F:24])=[C:15]4[C:19](=[CH:20][C:21]=3[F:22])[N:18]([CH3:23])[N:17]=[CH:16]4)=[CH:9][N:10]=2)[N:7]=1. The yield is 0.780. (3) The reactants are [C:1]([OH:8])(=[O:7])/[CH:2]=[CH:3]\[C:4]([OH:6])=[O:5].[F:9][C:10]1[CH:11]=[C:12](/[CH:36]=[CH:37]/[C:38]([OH:40])=[O:39])[CH:13]=[C:14]([F:35])[C:15]=1[C@@H:16]1[C:21]2[NH:22][C:23]3[C:28]([C:20]=2[CH2:19][C@@H:18]([CH3:29])[N:17]1[CH2:30][C:31]([F:34])([CH3:33])[CH3:32])=[CH:27][CH:26]=[CH:25][CH:24]=3. The catalyst is CC(C)=O. The product is [C:1]([O-:8])(=[O:7])/[CH:2]=[CH:3]\[C:4]([O-:6])=[O:5].[C:38](/[CH:37]=[CH:36]/[C:12]1[CH:13]=[C:14]([F:35])[C:15]([C@@H:16]2[C:21]3[NH:22][C:23]4[C:28](=[CH:27][CH:26]=[CH:25][CH:24]=4)[C:20]=3[CH2:19][C@@H:18]([CH3:29])[NH+:17]2[CH2:30][C:31]([F:34])([CH3:32])[CH3:33])=[C:10]([F:9])[CH:11]=1)([OH:40])=[O:39].[C:1](/[CH:2]=[CH:3]/[C:4]1[CH:11]=[C:10]([F:9])[C:15]([C@@H:16]2[C:21]3[NH:22][C:23]4[C:28](=[CH:27][CH:26]=[CH:25][CH:24]=4)[C:20]=3[CH2:19][C@@H:18]([CH3:29])[NH+:17]2[CH2:30][C:31]([CH3:33])([F:34])[CH3:32])=[C:14]([F:35])[CH:13]=1)([OH:8])=[O:7]. The yield is 0.980. (4) The reactants are [C:1]1([C:7]([OH:9])=O)([C:4]([OH:6])=[O:5])[CH2:3][CH2:2]1.C(N(CC)CC)C.S(Cl)(Cl)=O.[NH2:21][C:22]1[CH:37]=[CH:36][C:25]([O:26][C:27]2[CH:32]=[CH:31][N:30]=[C:29]([C:33]([NH2:35])=[O:34])[CH:28]=2)=[CH:24][C:23]=1[F:38]. The catalyst is O1CCCC1. The product is [C:33]([C:29]1[CH:28]=[C:27]([O:26][C:25]2[CH:36]=[CH:37][C:22]([NH:21][C:7]([C:1]3([C:4]([OH:6])=[O:5])[CH2:2][CH2:3]3)=[O:9])=[C:23]([F:38])[CH:24]=2)[CH:32]=[CH:31][N:30]=1)(=[O:34])[NH2:35]. The yield is 0.440. (5) The reactants are [NH2:1][S:2]([C:5]1[CH:10]=[CH:9][C:8]([NH:11][C:12]2[N:20]=[C:19]3[C:15]([N:16]=[CH:17][NH:18]3)=[C:14]([C:21]3[CH:22]=[N:23][C:24](NC4CCNCC4)=[CH:25][CH:26]=3)[N:13]=2)=[CH:7][CH:6]=1)(=[O:4])=[O:3].[O:34]1CCOCC1.Cl. The catalyst is O1CCOCC1. The product is [NH2:1][S:2]([C:5]1[CH:10]=[CH:9][C:8]([NH:11][C:12]2[N:20]=[C:19]3[C:15]([N:16]=[CH:17][NH:18]3)=[C:14]([C:21]3[CH:22]=[N:23][C:24]([OH:34])=[CH:25][CH:26]=3)[N:13]=2)=[CH:7][CH:6]=1)(=[O:4])=[O:3]. The yield is 0.210. (6) The reactants are C([O:9][C@@H:10]1[C@H:15]([O:16][CH2:17][C:18]2[CH:23]=[CH:22][C:21]([O:24][CH3:25])=[CH:20][CH:19]=2)[C@@H:14]([O:26][CH2:27][C:28]2[CH:33]=[CH:32][CH:31]=[CH:30][CH:29]=2)[C@H:13]([CH3:34])[O:12][C@H:11]1[O:35][C@@H:36]1[C@H:45]([O:46][CH2:47][C:48]2[CH:53]=[CH:52][CH:51]=[CH:50][CH:49]=2)[C@@H:44]([O:54][CH2:55][C:56]2[CH:61]=[CH:60][CH:59]=[CH:58][CH:57]=2)[C@H:43]([CH3:62])[O:42][C@H:37]1[O:38][CH2:39][CH:40]=[CH2:41])(=O)C1C=CC=CC=1.CO[Na]. The catalyst is CO. The product is [CH2:27]([O:26][C@H:14]1[C@H:13]([CH3:34])[O:12][C@@H:11]([O:35][C@@H:36]2[C@H:45]([O:46][CH2:47][C:48]3[CH:53]=[CH:52][CH:51]=[CH:50][CH:49]=3)[C@@H:44]([O:54][CH2:55][C:56]3[CH:57]=[CH:58][CH:59]=[CH:60][CH:61]=3)[C@H:43]([CH3:62])[O:42][C@H:37]2[O:38][CH2:39][CH:40]=[CH2:41])[C@H:10]([OH:9])[C@@H:15]1[O:16][CH2:17][C:18]1[CH:23]=[CH:22][C:21]([O:24][CH3:25])=[CH:20][CH:19]=1)[C:28]1[CH:33]=[CH:32][CH:31]=[CH:30][CH:29]=1. The yield is 0.940. (7) The catalyst is CC(O)(C)C.CC(=CC)C.O. The yield is 0.800. The reactants are [F:1][C:2]([F:18])([F:17])[C:3]1[CH:8]=[CH:7][CH:6]=[CH:5][C:4]=1[C:9]1[CH:14]=[CH:13][C:12]([CH:15]=[O:16])=[CH:11][CH:10]=1.[O-:19]Cl=O.[Na+]. The product is [F:1][C:2]([F:17])([F:18])[C:3]1[CH:8]=[CH:7][CH:6]=[CH:5][C:4]=1[C:9]1[CH:14]=[CH:13][C:12]([C:15]([OH:19])=[O:16])=[CH:11][CH:10]=1. (8) The reactants are [NH2:1][C:2]1[S:3][C:4]2[CH:10]=[C:9]([C:11]3[CH:12]=[C:13]([N:23]4[CH:28]=[CH:27][C:26](=[O:29])[NH:25][C:24]4=[O:30])[CH:14]=[C:15]([C:19]([CH3:22])([CH3:21])[CH3:20])[C:16]=3[O:17][CH3:18])[CH:8]=[CH:7][C:5]=2[N:6]=1.[CH3:31][S:32](Cl)(=[O:34])=[O:33].N1C=CC=CC=1. The catalyst is C(Cl)Cl. The product is [C:19]([C:15]1[C:16]([O:17][CH3:18])=[C:11]([C:9]2[CH:8]=[CH:7][C:5]3[N:6]=[C:2]([NH:1][S:32]([CH3:31])(=[O:34])=[O:33])[S:3][C:4]=3[CH:10]=2)[CH:12]=[C:13]([N:23]2[CH:28]=[CH:27][C:26](=[O:29])[NH:25][C:24]2=[O:30])[CH:14]=1)([CH3:22])([CH3:21])[CH3:20]. The yield is 0.0400. (9) The reactants are [CH3:1][C:2]1[C:3]([C:11]2[S:15][C:14]([C:16]([OH:18])=O)=[CH:13][CH:12]=2)=[N:4][O:5][C:6]=1[C:7]([F:10])([F:9])[F:8].C([N:26]1[CH2:31][CH2:30][NH:29][C@@H:28]([CH2:32][OH:33])[CH2:27]1)(OC(C)(C)C)=O.[ClH:34]. The catalyst is O1CCOCC1. The product is [ClH:34].[OH:33][CH2:32][C@H:28]1[CH2:27][NH:26][CH2:31][CH2:30][N:29]1[C:16]([C:14]1[S:15][C:11]([C:3]2[C:2]([CH3:1])=[C:6]([C:7]([F:8])([F:9])[F:10])[O:5][N:4]=2)=[CH:12][CH:13]=1)=[O:18]. The yield is 0.830.